This data is from Forward reaction prediction with 1.9M reactions from USPTO patents (1976-2016). The task is: Predict the product of the given reaction. (1) The product is: [N:17]1([CH2:23][CH2:24][O:25][C:26]2[CH:27]=[C:28]3[C:32](=[CH:33][CH:34]=2)[NH:31][C:30]([CH:35]=[C:11]2[C:10]4[C:14](=[CH:15][C:7]([C:1]5[CH:2]=[CH:3][CH:4]=[CH:5][CH:6]=5)=[CH:8][CH:9]=4)[NH:13][C:12]2=[O:16])=[CH:29]3)[CH2:18][CH2:19][O:20][CH2:21][CH2:22]1. Given the reactants [C:1]1([C:7]2[CH:15]=[C:14]3[C:10]([CH2:11][C:12](=[O:16])[NH:13]3)=[CH:9][CH:8]=2)[CH:6]=[CH:5][CH:4]=[CH:3][CH:2]=1.[N:17]1([CH2:23][CH2:24][O:25][C:26]2[CH:27]=[C:28]3[C:32](=[CH:33][CH:34]=2)[NH:31][C:30]([CH:35]=O)=[CH:29]3)[CH2:22][CH2:21][O:20][CH2:19][CH2:18]1.N1CCCCC1, predict the reaction product. (2) Given the reactants NCCCCC1CN([C:10](OCCCC)=[O:11])C1.[NH2:17][C:18]1C=[C:20]2[C:24](=[CH:25][CH:26]=1)[CH2:23][N:22]([C:27]([O:29][C:30]([CH3:33])([CH3:32])[CH3:31])=[O:28])[CH2:21]2.[CH2:34]1[C:42]2[CH:41]=[CH:40][N:39]=[CH:38][C:37]=2[CH2:36][NH:35]1.C1C2C(=CC=CC=2)CN1, predict the reaction product. The product is: [CH2:34]1[C:42]2[CH:41]=[CH:40][N:39]=[CH:38][C:37]=2[CH2:36][N:35]1[C:10]([NH:17][CH2:18][CH2:26][CH2:25][CH2:24][CH:20]1[CH2:21][N:22]([C:27]([O:29][C:30]([CH3:31])([CH3:32])[CH3:33])=[O:28])[CH2:23]1)=[O:11]. (3) Given the reactants IC1C2C(=NC3C(C=2)=CC=CC=3)C(C(OC)=O)=CC=1.[I:20][C:21]1[CH:34]=[C:33]([C:35]([O:37][CH3:38])=[O:36])[C:32]2[NH:31][C:30]3[C:25](=[CH:26][CH:27]=[CH:28][CH:29]=3)[CH2:24][C:23]=2[CH:22]=1, predict the reaction product. The product is: [I:20][C:21]1[CH:34]=[C:33]([C:35]([O:37][CH3:38])=[O:36])[C:32]2[C:23](=[CH:24][C:25]3[C:30]([N:31]=2)=[CH:29][CH:28]=[CH:27][CH:26]=3)[CH:22]=1. (4) Given the reactants [CH3:1][O:2][CH2:3][C:4]1[N:9]=[CH:8][C:7]([O:10][C:11]2[CH:12]=[C:13]3[C:17](=[C:18]([O:20][CH:21]4[CH2:26][CH2:25][O:24][CH2:23][CH2:22]4)[CH:19]=2)[NH:16][C:15]([C:27](=[S:29])[NH2:28])=[CH:14]3)=[CH:6][CH:5]=1.[C:30]([O:35][CH2:36][CH3:37])(=[O:34])[C:31]#[C:32][CH3:33].C(P(CCCC)CCCC)CCC.C(OCC)(=O)C, predict the reaction product. The product is: [CH2:36]([O:35][C:30](=[O:34])[CH2:31][CH:32]1[S:29][C:27]([C:15]2[NH:16][C:17]3[C:13]([CH:14]=2)=[CH:12][C:11]([O:10][C:7]2[CH:8]=[N:9][C:4]([CH2:3][O:2][CH3:1])=[CH:5][CH:6]=2)=[CH:19][C:18]=3[O:20][CH:21]2[CH2:26][CH2:25][O:24][CH2:23][CH2:22]2)=[N:28][CH2:33]1)[CH3:37]. (5) Given the reactants [Br:1][C:2]1[CH:7]=[CH:6][N:5]=[C:4](F)[CH:3]=1.[NH2:9][NH2:10].[OH-].[Na+], predict the reaction product. The product is: [Br:1][C:2]1[CH:7]=[CH:6][N:5]=[C:4]([NH:9][NH2:10])[CH:3]=1. (6) Given the reactants Cl[C:2](=[O:27])[C:3]([NH:5][C:6]1[C:10]2[CH:11]=[N:12][C:13]3[CH:14]=[C:15]([O:21][CH3:22])[C:16]([O:19][CH3:20])=[CH:17][C:18]=3[C:9]=2[S:8][C:7]=1[C:23]([O:25][CH3:26])=[O:24])=[O:4].[CH3:28][N:29]1[CH2:34][CH2:33][N:32]([C:35]2[CH:41]=[CH:40][C:38]([NH2:39])=[CH:37][CH:36]=2)[CH2:31][CH2:30]1.CCN(CC)CC, predict the reaction product. The product is: [CH3:22][O:21][C:15]1[C:16]([O:19][CH3:20])=[CH:17][C:18]2[C:9]3[S:8][C:7]([C:23]([O:25][CH3:26])=[O:24])=[C:6]([NH:5][C:3](=[O:4])[C:2]([NH:39][C:38]4[CH:37]=[CH:36][C:35]([N:32]5[CH2:31][CH2:30][N:29]([CH3:28])[CH2:34][CH2:33]5)=[CH:41][CH:40]=4)=[O:27])[C:10]=3[CH:11]=[N:12][C:13]=2[CH:14]=1. (7) Given the reactants C1C=CC(P(C2C=CC=CC=2)C2C=CC=CC=2)=CC=1.O[CH2:21][CH2:22][CH2:23][CH2:24]/[C:25](/[C:36]([O:38][CH3:39])=[O:37])=[C:26](/[C:32]([O:34][CH3:35])=[O:33])\[CH2:27][C:28]([O:30][CH3:31])=[O:29].C(Br)(Br)(Br)[Br:41], predict the reaction product. The product is: [Br:41][CH2:21][CH2:22][CH2:23][CH2:24]/[C:25](/[C:36]([O:38][CH3:39])=[O:37])=[C:26](/[C:32]([O:34][CH3:35])=[O:33])\[CH2:27][C:28]([O:30][CH3:31])=[O:29]. (8) Given the reactants Br[C:2]1[S:6][C:5]([S:7]([NH:10][C:11]2[CH:16]=[CH:15][CH:14]=[C:13]([C:17]3[NH:21][N:20]=[N:19][N:18]=3)[CH:12]=2)(=[O:9])=[O:8])=[CH:4][CH:3]=1.[Cl:22][C:23]1[CH:24]=[C:25](B(O)O)[CH:26]=[CH:27][CH:28]=1, predict the reaction product. The product is: [Cl:22][C:23]1[CH:28]=[C:27]([C:2]2[S:6][C:5]([S:7]([NH:10][C:11]3[CH:16]=[CH:15][CH:14]=[C:13]([C:17]4[NH:21][N:20]=[N:19][N:18]=4)[CH:12]=3)(=[O:9])=[O:8])=[CH:4][CH:3]=2)[CH:26]=[CH:25][CH:24]=1.